Predict the product of the given reaction. From a dataset of Forward reaction prediction with 1.9M reactions from USPTO patents (1976-2016). Given the reactants [NH2:1][C:2]1[CH:7]=[CH:6][CH:5]=[C:4](Br)[N:3]=1.[CH2:9]([O:11][C:12]([N:14]=[C:15]=[S:16])=[O:13])[CH3:10].Cl[CH2:18]Cl, predict the reaction product. The product is: [CH3:18][C:4]1[N:3]=[C:2]([NH:1][C:15]([NH:14][C:12](=[O:13])[O:11][CH2:9][CH3:10])=[S:16])[CH:7]=[CH:6][CH:5]=1.